This data is from Peptide-MHC class II binding affinity with 134,281 pairs from IEDB. The task is: Regression. Given a peptide amino acid sequence and an MHC pseudo amino acid sequence, predict their binding affinity value. This is MHC class II binding data. The peptide sequence is AFKNAATAANAAPAN. The MHC is HLA-DPA10103-DPB10301 with pseudo-sequence HLA-DPA10103-DPB10301. The binding affinity (normalized) is 0.517.